Dataset: Forward reaction prediction with 1.9M reactions from USPTO patents (1976-2016). Task: Predict the product of the given reaction. (1) Given the reactants C(OC([NH:8][C:9]([C:12]1[CH:17]=[CH:16][C:15]([C:18]2[C:23]([Cl:24])=[CH:22][N:21]=[C:20]([NH:25][C:26]3[CH:31]=[CH:30][C:29]([CH2:32][CH2:33]O)=[CH:28][CH:27]=3)[N:19]=2)=[CH:14][CH:13]=1)([CH3:11])[CH3:10])=O)(C)(C)C.C(N(C(C)C)CC)C.[CH3:43][C:44]1[NH:45][CH:46]=[CH:47][N:48]=1.C([NH+](CC)CC)C, predict the reaction product. The product is: [NH2:8][C:9]([C:12]1[CH:13]=[CH:14][C:15]([C:18]2[C:23]([Cl:24])=[CH:22][N:21]=[C:20]([NH:25][C:26]3[CH:27]=[CH:28][C:29]([CH2:32][CH2:33][N:45]4[CH:46]=[CH:47][N:48]=[C:44]4[CH3:43])=[CH:30][CH:31]=3)[N:19]=2)=[CH:16][CH:17]=1)([CH3:11])[CH3:10]. (2) Given the reactants [Cl:1][C:2]1[CH:3]=[C:4]2[C:9](=[CH:10][C:11]=1[C:12](O)=[O:13])[N:8]=[CH:7][N:6]=[C:5]2[NH:15][C@@H:16]([C:20]1[NH:24][C:23]2[CH:25]=[CH:26][C:27]([Cl:29])=[CH:28][C:22]=2[N:21]=1)[CH2:17][O:18][CH3:19].CN(C(ON1N=NC2C=CC=CC1=2)=[N+](C)C)C.[B-](F)(F)(F)F.CN1CCOCC1.[S:59]1[CH2:63][CH2:62][NH:61][CH2:60]1, predict the reaction product. The product is: [Cl:1][C:2]1[CH:3]=[C:4]2[C:9](=[CH:10][C:11]=1[C:12]([CH:60]1[NH:61][CH2:62][CH2:63][S:59]1)=[O:13])[N:8]=[CH:7][N:6]=[C:5]2[NH:15][C@@H:16]([C:20]1[NH:24][C:23]2[CH:25]=[CH:26][C:27]([Cl:29])=[CH:28][C:22]=2[N:21]=1)[CH2:17][O:18][CH3:19]. (3) Given the reactants [Br:1][C:2]1[CH:7]=[CH:6][C:5]([N:8]2[C:12](=O)[NH:11][C:10]([C:14]3[C:19]([F:20])=[CH:18][CH:17]=[CH:16][C:15]=3[Cl:21])=[N:9]2)=[CH:4][CH:3]=1.O=P(Cl)(Cl)[Cl:24], predict the reaction product. The product is: [Br:1][C:2]1[CH:7]=[CH:6][C:5]([N:8]2[C:12]([Cl:24])=[N:11][C:10]([C:14]3[C:19]([F:20])=[CH:18][CH:17]=[CH:16][C:15]=3[Cl:21])=[N:9]2)=[CH:4][CH:3]=1. (4) Given the reactants C[O:2][C:3](=[O:43])[C:4]1[CH:9]=[CH:8][C:7]([CH2:10][C:11]2([C:34](=[O:42])[NH:35][CH:36]3[CH2:41][CH2:40][CH2:39][CH2:38][CH2:37]3)[CH2:16][CH2:15][N:14]([C:17](=[O:33])[CH:18]([NH:25][C:26]([O:28][C:29]([CH3:32])([CH3:31])[CH3:30])=[O:27])[CH2:19][C:20]3[S:21][CH:22]=[CH:23][CH:24]=3)[CH2:13][CH2:12]2)=[CH:6][CH:5]=1.[OH-].[Na+], predict the reaction product. The product is: [C:29]([O:28][C:26]([NH:25][C@@H:18]([CH2:19][C:20]1[S:21][CH:22]=[CH:23][CH:24]=1)[C:17]([N:14]1[CH2:15][CH2:16][C:11]([CH2:10][C:7]2[CH:6]=[CH:5][C:4]([C:3]([OH:43])=[O:2])=[CH:9][CH:8]=2)([C:34](=[O:42])[NH:35][CH:36]2[CH2:37][CH2:38][CH2:39][CH2:40][CH2:41]2)[CH2:12][CH2:13]1)=[O:33])=[O:27])([CH3:32])([CH3:30])[CH3:31]. (5) Given the reactants Br[C:2]1[CH:7]=[CH:6][C:5]([CH2:8][OH:9])=[C:4]([CH3:10])[CH:3]=1.[C:11]([C:13]1[CH:14]=[C:15](B(O)O)[CH:16]=[CH:17][CH:18]=1)#[N:12], predict the reaction product. The product is: [OH:9][CH2:8][C:5]1[CH:6]=[CH:7][C:2]([C:17]2[CH:16]=[CH:15][CH:14]=[C:13]([C:11]#[N:12])[CH:18]=2)=[CH:3][C:4]=1[CH3:10].